From a dataset of Full USPTO retrosynthesis dataset with 1.9M reactions from patents (1976-2016). Predict the reactants needed to synthesize the given product. (1) Given the product [C:10]1([CH:9]=[N:4][C:3]2[CH:5]=[CH:6][CH:7]=[CH:8][C:2]=2[Cl:1])[CH:15]=[CH:14][CH:13]=[CH:12][CH:11]=1, predict the reactants needed to synthesize it. The reactants are: [Cl:1][C:2]1[CH:8]=[CH:7][CH:6]=[CH:5][C:3]=1[NH2:4].[CH:9](=O)[C:10]1[CH:15]=[CH:14][CH:13]=[CH:12][CH:11]=1. (2) Given the product [Cl:1][C:2]1[CH:7]=[CH:6][C:5]([C:8]2[CH:9]=[C:10]([NH:20][C:21](=[O:25])/[C:22](=[N:29]/[O:28][CH3:27])/[CH3:23])[CH:11]=[N:12][C:13]=2[O:14][CH2:15][C:16]([F:19])([F:17])[F:18])=[CH:4][CH:3]=1, predict the reactants needed to synthesize it. The reactants are: [Cl:1][C:2]1[CH:7]=[CH:6][C:5]([C:8]2[CH:9]=[C:10]([NH:20][C:21](=[O:25])[C:22](=O)[CH3:23])[CH:11]=[N:12][C:13]=2[O:14][CH2:15][C:16]([F:19])([F:18])[F:17])=[CH:4][CH:3]=1.Cl.[CH3:27][O:28][NH2:29]. (3) Given the product [Cl:23][C:20]1[CH:21]=[CH:22][C:17]([C:9]2[NH:8][C:16]3[C:11]([CH:10]=2)=[CH:12][CH:13]=[CH:14][CH:15]=3)=[CH:18][C:19]=1[S:24]([NH:25][CH2:26][CH2:27][C:28]1[CH:33]=[CH:32][CH:31]=[CH:30][C:29]=1[O:34][CH3:35])(=[O:36])=[O:37], predict the reactants needed to synthesize it. The reactants are: C(OC([N:8]1[C:16]2[C:11](=[CH:12][CH:13]=[CH:14][CH:15]=2)[CH:10]=[C:9]1[C:17]1[CH:22]=[CH:21][C:20]([Cl:23])=[C:19]([S:24](=[O:37])(=[O:36])[NH:25][CH2:26][CH2:27][C:28]2[CH:33]=[CH:32][CH:31]=[CH:30][C:29]=2[O:34][CH3:35])[CH:18]=1)=O)(C)(C)C. (4) Given the product [CH3:1][C:2]1[CH:7]=[CH:6][C:5]([S:8]([O:11][CH2:12][CH:13]2[CH2:17][C:16]3[CH:18]=[CH:19][CH:20]=[C:21]([C:27]4[CH:26]=[CH:25][C:24]([Cl:23])=[CH:29][C:28]=4[Cl:30])[C:15]=3[O:14]2)(=[O:10])=[O:9])=[CH:4][CH:3]=1, predict the reactants needed to synthesize it. The reactants are: [CH3:1][C:2]1[CH:7]=[CH:6][C:5]([S:8]([O:11][CH2:12][CH:13]2[CH2:17][C:16]3[CH:18]=[CH:19][CH:20]=[C:21](Br)[C:15]=3[O:14]2)(=[O:10])=[O:9])=[CH:4][CH:3]=1.[Cl:23][C:24]1[CH:29]=[C:28]([Cl:30])[CH:27]=[CH:26][C:25]=1B(O)O.C(=O)([O-])[O-].[K+].[K+]. (5) Given the product [CH3:13][C:14]1[CH:15]=[CH:16][C:17]([N:23]2[N:27]=[CH:26][CH:25]=[N:24]2)=[C:18]([CH:22]=1)[C:19]([N:8]1[CH2:9][CH2:10][CH2:11][O:3][CH:2]1[C:1]([O:5][CH2:6][CH3:7])=[O:4])=[O:21], predict the reactants needed to synthesize it. The reactants are: [C:1]([O:5][CH2:6][CH3:7])(=[O:4])[CH:2]=[O:3].[NH2:8][CH2:9][CH2:10][CH2:11]O.[CH3:13][C:14]1[CH:15]=[CH:16][C:17]([N:23]2[N:27]=[CH:26][CH:25]=[N:24]2)=[C:18]([CH:22]=1)[C:19]([OH:21])=O. (6) Given the product [Cl:42][C:6]1[CH:5]=[N:4][CH:3]=[C:2]([Cl:1])[C:7]=1[C:8](=[O:41])[CH2:9][N:10]([CH2:32][C:33]1[CH:38]=[C:37]([F:39])[CH:36]=[C:35]([F:40])[CH:34]=1)[C:11]([C:13]1[CH:14]=[N:15][N:16]([C@H:21]2[CH2:26][CH2:25][C@H:24]([C:27]([OH:29])=[O:28])[CH2:23][CH2:22]2)[C:17]=1[CH:18]([F:19])[F:20])=[O:12], predict the reactants needed to synthesize it. The reactants are: [Cl:1][C:2]1[CH:3]=[N:4][CH:5]=[C:6]([Cl:42])[C:7]=1[C:8](=[O:41])[CH2:9][N:10]([CH2:32][C:33]1[CH:38]=[C:37]([F:39])[CH:36]=[C:35]([F:40])[CH:34]=1)[C:11]([C:13]1[CH:14]=[N:15][N:16]([C@H:21]2[CH2:26][CH2:25][C@H:24]([C:27]([O:29]CC)=[O:28])[CH2:23][CH2:22]2)[C:17]=1[CH:18]([F:20])[F:19])=[O:12].Cl.O. (7) Given the product [Cl:1][C:2]1[CH:7]=[CH:6][C:5]2[N:4]([C:10]([CH:11]([CH3:13])[CH3:12])=[N:9][N:8]=2)[N:3]=1, predict the reactants needed to synthesize it. The reactants are: [Cl:1][C:2]1[N:3]=[N:4][C:5]([NH:8][NH2:9])=[CH:6][CH:7]=1.[C:10](Cl)(=O)[CH:11]([CH3:13])[CH3:12].O.C([O-])([O-])=O.[Na+].[Na+]. (8) Given the product [F:1][C:2]1[CH:3]=[CH:4][C:5]([C:26]2[C:31]([CH3:32])=[CH:30][C:29]([O:33][CH2:42][C:43]3([OH:41])[CH2:48][CH2:47][S:46][CH2:45][CH2:44]3)=[CH:28][C:27]=2[CH3:34])=[C:6]2[C:10]=1[C@H:9]([O:11][C:12]1[CH:25]=[CH:24][C:15]3[C@H:16]([CH2:19][C:20]([OH:22])=[O:21])[CH2:17][O:18][C:14]=3[CH:13]=1)[CH2:8][CH2:7]2, predict the reactants needed to synthesize it. The reactants are: [F:1][C:2]1[CH:3]=[CH:4][C:5]([C:26]2[C:31]([CH3:32])=[CH:30][C:29]([OH:33])=[CH:28][C:27]=2[CH3:34])=[C:6]2[C:10]=1[C@H:9]([O:11][C:12]1[CH:25]=[CH:24][C:15]3[C@H:16]([CH2:19][C:20]([O:22]C)=[O:21])[CH2:17][O:18][C:14]=3[CH:13]=1)[CH2:8][CH2:7]2.C([O-])([O-])=O.[Cs+].[Cs+].[O:41]1[C:43]2([CH2:48][CH2:47][S:46][CH2:45][CH2:44]2)[CH2:42]1.Cl.